From a dataset of Reaction yield outcomes from USPTO patents with 853,638 reactions. Predict the reaction yield, written as a fraction of the theoretical maximum amount of product (1.0 means a 100% yield; for example, 0.34 means a 34% yield). (1) The reactants are [F:1][C:2]([F:34])([F:33])[C:3]1[CH:4]=[C:5]([CH:30]=[CH:31][CH:32]=1)[CH2:6][NH:7][C:8](=[O:29])[C:9]1[CH:14]=[CH:13][N:12]=[C:11]([C:15]2[CH:20]=[C:19]([O:21][CH:22]3[CH2:27][CH2:26][O:25][CH2:24][CH2:23]3)[CH:18]=[CH:17][C:16]=2[NH2:28])[CH:10]=1.[C:35]([O:39][C:40](=[O:54])[CH2:41][CH2:42][S:43][CH2:44][C:45]1[CH:46]=[C:47]([CH:51]=[CH:52][CH:53]=1)[C:48](O)=[O:49])([CH3:38])([CH3:37])[CH3:36].CCN=C=NCCCN(C)C.Cl. The catalyst is ClCCl.CN(C)C1C=CN=CC=1. The product is [F:34][C:2]([F:1])([F:33])[C:3]1[CH:4]=[C:5]([CH:30]=[CH:31][CH:32]=1)[CH2:6][NH:7][C:8]([C:9]1[CH:14]=[CH:13][N:12]=[C:11]([C:15]2[CH:20]=[C:19]([O:21][CH:22]3[CH2:27][CH2:26][O:25][CH2:24][CH2:23]3)[CH:18]=[CH:17][C:16]=2[NH:28][C:48]([C:47]2[CH:46]=[C:45]([CH:53]=[CH:52][CH:51]=2)[CH2:44][S:43][CH2:42][CH2:41][C:40]([O:39][C:35]([CH3:38])([CH3:36])[CH3:37])=[O:54])=[O:49])[CH:10]=1)=[O:29]. The yield is 0.420. (2) The reactants are Br[C:2]1[CH:3]=[CH:4][C:5]([N:8]2[CH2:12][CH2:11][C:10]3([CH2:17][CH2:16][O:15][CH2:14][CH2:13]3)[C:9]2=[O:18])=[N:6][CH:7]=1.[CH3:19][C@H:20]1[CH2:24][CH2:23][CH2:22][N:21]1[C@H:25]1[CH2:29][CH2:28][NH:27][CH2:26]1.CC(C)([O-])C.[Na+]. The catalyst is C1C=CC(/C=C/C(/C=C/C2C=CC=CC=2)=O)=CC=1.C1C=CC(/C=C/C(/C=C/C2C=CC=CC=2)=O)=CC=1.C1C=CC(/C=C/C(/C=C/C2C=CC=CC=2)=O)=CC=1.[Pd].[Pd].C1(C)C=CC=CC=1. The product is [CH3:19][C@H:20]1[CH2:24][CH2:23][CH2:22][N:21]1[C@H:25]1[CH2:29][CH2:28][N:27]([C:2]2[CH:3]=[CH:4][C:5]([N:8]3[CH2:12][CH2:11][C:10]4([CH2:17][CH2:16][O:15][CH2:14][CH2:13]4)[C:9]3=[O:18])=[N:6][CH:7]=2)[CH2:26]1. The yield is 0.560. (3) No catalyst specified. The reactants are FC(F)(F)C(O)=O.[CH3:8][N:9]1[C:18]2[C:13](=[CH:14][CH:15]=[CH:16][CH:17]=2)[CH:12]=[C:11]([C:19]([NH:21][CH2:22][C:23]([O:25]C(C)(C)C)=[O:24])=[O:20])[C:10]1=[O:30]. The product is [CH3:8][N:9]1[C:18]2[C:13](=[CH:14][CH:15]=[CH:16][CH:17]=2)[CH:12]=[C:11]([C:19]([NH:21][CH2:22][C:23]([OH:25])=[O:24])=[O:20])[C:10]1=[O:30]. The yield is 0.290. (4) The reactants are C([O-])([O-])=O.[K+].[K+].[Cl:7][C:8]1[C:15]([Cl:16])=[C:14](F)[CH:13]=[CH:12][C:9]=1[C:10]#[N:11].[NH2:18][C@H:19]([C@@H:23]([OH:25])[CH3:24])[C:20]([OH:22])=[O:21].O. The catalyst is CS(C)=O.C(OCC)(=O)C. The product is [Cl:16][C:15]1[C:8]([Cl:7])=[C:9]([C:10]#[N:11])[CH:12]=[CH:13][C:14]=1[NH:18][C@H:19]([C@@H:23]([OH:25])[CH3:24])[C:20]([OH:22])=[O:21]. The yield is 0.480. (5) The reactants are [CH2:1]([O:4][C:5]([C:7]1[CH:8]=[C:9]([NH:13][CH:14]([C:18]2[CH:23]=[CH:22][CH:21]=[CH:20][CH:19]=2)[C:15]([OH:17])=[O:16])[CH:10]=[CH:11][CH:12]=1)=[O:6])[CH:2]=[CH2:3].C1CCC(N=C=NC2CCCCC2)CC1.C1C=CC2N(O)N=NC=2C=1.[N:49]12[CH2:56][CH2:55][CH:52]([CH2:53][CH2:54]1)[C@@H:51](O)[CH2:50]2. The catalyst is C1COCC1. The product is [O:16]=[C:15]([O:17][C@@H:51]1[CH:52]2[CH2:55][CH2:56][N:49]([CH2:54][CH2:53]2)[CH2:50]1)[CH:14]([NH:13][C:9]1[CH:8]=[C:7]([CH:12]=[CH:11][CH:10]=1)[C:5]([O:4][CH2:1][CH:2]=[CH2:3])=[O:6])[C:18]1[CH:23]=[CH:22][CH:21]=[CH:20][CH:19]=1. The yield is 0.661.